Dataset: Full USPTO retrosynthesis dataset with 1.9M reactions from patents (1976-2016). Task: Predict the reactants needed to synthesize the given product. (1) Given the product [C:1]([O:5][C:6]([NH:8][C@@H:9]1[C:26](=[O:27])[N:25]2[C@@H:21]([CH2:22][C@@H:23]([O:28][C:29]3[C:38]4[C:33](=[CH:34][C:35]([O:39][CH3:40])=[CH:36][CH:37]=4)[N:32]=[C:31]([C:41]4[CH:46]=[CH:45][CH:44]=[CH:43][CH:42]=4)[CH:30]=3)[CH2:24]2)[C:20](=[O:47])[NH:19][C@@:18]2([C:48]([OH:50])=[O:49])[C@@H:16]([CH2:17]2)[CH2:15][CH2:14][CH2:13][CH2:12][CH2:11][CH2:10]1)=[O:7])([CH3:4])([CH3:2])[CH3:3], predict the reactants needed to synthesize it. The reactants are: [C:1]([O:5][C:6]([NH:8][C@@H:9]1[C:26](=[O:27])[N:25]2[C@@H:21]([CH2:22][C@@H:23]([O:28][C:29]3[C:38]4[C:33](=[CH:34][C:35]([O:39][CH3:40])=[CH:36][CH:37]=4)[N:32]=[C:31]([C:41]4[CH:46]=[CH:45][CH:44]=[CH:43][CH:42]=4)[CH:30]=3)[CH2:24]2)[C:20](=[O:47])[NH:19][C@@:18]2([C:48]([OH:50])=[O:49])[C@@H:16]([CH2:17]2)[CH:15]=[CH:14][CH2:13][CH2:12][CH2:11][CH2:10]1)=[O:7])([CH3:4])([CH3:3])[CH3:2].[N+](C([O-])=O)(C([O-])=O)=[N-].[K+].[K+].C(O)(C(F)(F)F)=O.[OH-].[Na+]. (2) Given the product [F:88][C:45]([F:87])([F:44])[C:46]1[CH:47]=[C:48]([CH:80]=[C:81]([C:83]([F:86])([F:85])[F:84])[CH:82]=1)[CH2:49][N:50]([CH2:57][C:58]1[CH:63]=[C:62]([C:64]([F:65])([F:66])[F:67])[CH:61]=[CH:60][C:59]=1[C@H:68]([N:72]1[CH2:73][CH2:74][CH:75]([C:78]([OH:18])=[O:79])[CH2:76][CH2:77]1)[CH:69]([CH3:70])[CH3:71])[C:51]1[N:52]=[N:53][N:54]([CH3:56])[N:55]=1, predict the reactants needed to synthesize it. The reactants are: FC(F)(F)C1C=C(C=C(C(F)(F)F)C=1)CN(CC1C=C(C(F)(F)F)C=CC=1C=[O:18])C1N=NN(C)N=1.OCC1CCNCC1.[F:44][C:45]([F:88])([F:87])[C:46]1[CH:47]=[C:48]([CH:80]=[C:81]([C:83]([F:86])([F:85])[F:84])[CH:82]=1)[CH2:49][N:50]([CH2:57][C:58]1[CH:63]=[C:62]([C:64]([F:67])([F:66])[F:65])[CH:61]=[CH:60][C:59]=1[C@H:68]([N:72]1[CH2:77][CH2:76][CH:75]([CH2:78][OH:79])[CH2:74][CH2:73]1)[CH:69]([CH3:71])[CH3:70])[C:51]1[N:52]=[N:53][N:54]([CH3:56])[N:55]=1.C(N(C(C)C)CC)(C)C. (3) Given the product [CH2:10]([O:17][C:18]1[C:23]([CH:24]=[O:25])=[CH:22][CH:21]=[CH:20][C:19]=1[C:2]1[N:7]=[C:6]([C:8]#[N:9])[CH:5]=[CH:4][CH:3]=1)[C:11]1[CH:12]=[CH:13][CH:14]=[CH:15][CH:16]=1, predict the reactants needed to synthesize it. The reactants are: Cl[C:2]1[N:7]=[C:6]([C:8]#[N:9])[CH:5]=[CH:4][CH:3]=1.[CH2:10]([O:17][C:18]1[C:23]([CH:24]=[O:25])=[CH:22][CH:21]=[CH:20][C:19]=1B(O)O)[C:11]1[CH:16]=[CH:15][CH:14]=[CH:13][CH:12]=1. (4) Given the product [CH3:12][O:11][C:7]1[C:3]([C:4]([OH:6])=[O:5])=[C:2]2[C:10]([CH:13]=[CH:15][CH:16]=[N:1]2)=[CH:9][CH:8]=1, predict the reactants needed to synthesize it. The reactants are: [NH2:1][C:2]1[CH:10]=[CH:9][CH:8]=[C:7]([O:11][CH3:12])[C:3]=1[C:4]([OH:6])=[O:5].[CH:13]([CH:15]=[CH2:16])=O. (5) Given the product [CH2:1]([O:8][C:9]1[C:17]2[N:16]([S:18]([CH3:21])(=[O:20])=[O:19])[CH:15]=[CH:14][C:13]=2[C:12]([CH:22]=[O:33])=[CH:11][CH:10]=1)[C:2]1[CH:7]=[CH:6][CH:5]=[CH:4][CH:3]=1, predict the reactants needed to synthesize it. The reactants are: [CH2:1]([O:8][C:9]1[CH:10]=[CH:11][C:12]([CH:22]=C)=[C:13]2[C:17]=1[N:16]([S:18]([CH3:21])(=[O:20])=[O:19])[CH:15]=[CH:14]2)[C:2]1[CH:7]=[CH:6][CH:5]=[CH:4][CH:3]=1.N1C(C)=CC=CC=1C.I([O-])(=O)(=O)=[O:33].[Na+].O. (6) Given the product [CH3:11][O:12][CH2:13][CH2:14][O:15][C:16](=[O:17])[NH:6][C:5]1[C:7]([CH3:9])=[CH:8][C:2]([Br:1])=[CH:3][C:4]=1[CH3:10], predict the reactants needed to synthesize it. The reactants are: [Br:1][C:2]1[CH:8]=[C:7]([CH3:9])[C:5]([NH2:6])=[C:4]([CH3:10])[CH:3]=1.[CH3:11][O:12][CH2:13][CH2:14][O:15][C:16](Cl)=[O:17].O.